This data is from Catalyst prediction with 721,799 reactions and 888 catalyst types from USPTO. The task is: Predict which catalyst facilitates the given reaction. Reactant: [CH2:1]([O:3][C:4]([C:6]1[CH:10]=[CH:9][NH:8][C:7]=1[C:11]1[CH:16]=[CH:15][CH:14]=[CH:13][CH:12]=1)=[O:5])[CH3:2].[CH3:17][O:18][C:19]1[CH:20]=[C:21]([CH:24]=[CH:25][CH:26]=1)[CH2:22]Br.CN(C=O)C.C(=O)([O-])[O-].[K+].[K+]. Product: [CH2:1]([O:3][C:4]([C:6]1[CH:10]=[CH:9][N:8]([CH2:22][C:21]2[CH:24]=[CH:25][CH:26]=[C:19]([O:18][CH3:17])[CH:20]=2)[C:7]=1[C:11]1[CH:16]=[CH:15][CH:14]=[CH:13][CH:12]=1)=[O:5])[CH3:2]. The catalyst class is: 6.